Dataset: NCI-60 drug combinations with 297,098 pairs across 59 cell lines. Task: Regression. Given two drug SMILES strings and cell line genomic features, predict the synergy score measuring deviation from expected non-interaction effect. (1) Drug 1: CC12CCC3C(C1CCC2=O)CC(=C)C4=CC(=O)C=CC34C. Drug 2: CC(C)CN1C=NC2=C1C3=CC=CC=C3N=C2N. Cell line: SN12C. Synergy scores: CSS=18.2, Synergy_ZIP=1.94, Synergy_Bliss=1.22, Synergy_Loewe=1.92, Synergy_HSA=1.43. (2) Drug 1: CC1=C(C(=CC=C1)Cl)NC(=O)C2=CN=C(S2)NC3=CC(=NC(=N3)C)N4CCN(CC4)CCO. Drug 2: CC1=C(C(=O)C2=C(C1=O)N3CC4C(C3(C2COC(=O)N)OC)N4)N. Cell line: SK-OV-3. Synergy scores: CSS=35.4, Synergy_ZIP=-1.15, Synergy_Bliss=1.05, Synergy_Loewe=0.176, Synergy_HSA=5.62. (3) Drug 1: CC12CCC3C(C1CCC2O)C(CC4=C3C=CC(=C4)O)CCCCCCCCCS(=O)CCCC(C(F)(F)F)(F)F. Drug 2: C1=NC(=NC(=O)N1C2C(C(C(O2)CO)O)O)N. Cell line: SNB-19. Synergy scores: CSS=9.12, Synergy_ZIP=8.61, Synergy_Bliss=13.2, Synergy_Loewe=-15.3, Synergy_HSA=-8.14. (4) Drug 1: CC1=C(C(=CC=C1)Cl)NC(=O)C2=CN=C(S2)NC3=CC(=NC(=N3)C)N4CCN(CC4)CCO. Drug 2: CN1C2=C(C=C(C=C2)N(CCCl)CCCl)N=C1CCCC(=O)O.Cl. Cell line: 786-0. Synergy scores: CSS=22.5, Synergy_ZIP=-0.752, Synergy_Bliss=3.00, Synergy_Loewe=-29.5, Synergy_HSA=2.00. (5) Drug 1: CC1=C(C(CCC1)(C)C)C=CC(=CC=CC(=CC(=O)O)C)C. Drug 2: CC12CCC3C(C1CCC2O)C(CC4=C3C=CC(=C4)O)CCCCCCCCCS(=O)CCCC(C(F)(F)F)(F)F. Cell line: HCT116. Synergy scores: CSS=26.9, Synergy_ZIP=2.13, Synergy_Bliss=7.94, Synergy_Loewe=6.34, Synergy_HSA=6.69. (6) Drug 1: C1CC(=O)NC(=O)C1N2CC3=C(C2=O)C=CC=C3N. Drug 2: CC1=C(C(=O)C2=C(C1=O)N3CC4C(C3(C2COC(=O)N)OC)N4)N. Cell line: A549. Synergy scores: CSS=36.6, Synergy_ZIP=-0.313, Synergy_Bliss=-0.281, Synergy_Loewe=-6.90, Synergy_HSA=2.58.